Dataset: Reaction yield outcomes from USPTO patents with 853,638 reactions. Task: Predict the reaction yield, written as a fraction of the theoretical maximum amount of product (1.0 means a 100% yield; for example, 0.34 means a 34% yield). (1) The yield is 1.00. The product is [N:18]1([C:24]2[CH:31]=[C:28](/[CH:29]=[CH:3]/[C:1]#[N:2])[CH:27]=[N:26][CH:25]=2)[CH2:23][CH2:22][O:21][CH2:20][CH2:19]1. The catalyst is C1COCC1. The reactants are [C:1]([CH2:3]P(=O)(OCC)OCC)#[N:2].CC(C)([O-])C.[K+].[N:18]1([C:24]2[CH:25]=[N:26][CH:27]=[C:28]([CH:31]=2)[CH:29]=O)[CH2:23][CH2:22][O:21][CH2:20][CH2:19]1. (2) The reactants are [OH-:1].[Na+].ClC(Cl)(Cl)[C:5]1[CH:10]=[CH:9][N:8]2[C:11]3[CH:17]=[CH:16][CH:15]=[CH:14][C:12]=3[N:13]=[C:7]2[N:6]=1. The catalyst is C(#N)C. The product is [N:6]1[C:7]2[N:8]([C:11]3[CH:17]=[CH:16][CH:15]=[CH:14][C:12]=3[N:13]=2)[CH:9]=[CH:10][C:5]=1[OH:1]. The yield is 1.00. (3) The reactants are Cl.[C:2]([NH2:7])(=[NH:6])[CH:3]([CH3:5])[CH3:4].CC[O-].[Na+].[C:12]([OH:20])(=[O:19])/[C:13](=[C:15](\[CH:17]=O)/[Br:16])/Br. The catalyst is CCO. The product is [Br:16][C:15]1[C:13]([C:12]([OH:20])=[O:19])=[N:6][C:2]([CH:3]([CH3:5])[CH3:4])=[N:7][CH:17]=1. The yield is 0.730. (4) The reactants are [CH2:1]([O:8][N:9]1[C:15](=[O:16])[N:14]2[CH2:17][C@H:10]1[CH2:11][CH2:12][C@H:13]2[C:18]([OH:20])=O)[C:2]1[CH:7]=[CH:6][CH:5]=[CH:4][CH:3]=1.[NH2:21][O:22][CH2:23][CH2:24][NH:25][C:26]([NH:28][C:29](=[O:35])[O:30][C:31]([CH3:34])([CH3:33])[CH3:32])=[O:27].ON1C2C=CC=CC=2N=N1.Cl.C(N=C=NCCCN(C)C)C. The catalyst is C(Cl)Cl. The product is [CH2:1]([O:8][N:9]1[C:15](=[O:16])[N:14]2[CH2:17][C@H:10]1[CH2:11][CH2:12][C@H:13]2[C:18]([NH:21][O:22][CH2:23][CH2:24][NH:25][C:26]([NH:28][C:29](=[O:35])[O:30][C:31]([CH3:33])([CH3:32])[CH3:34])=[O:27])=[O:20])[C:2]1[CH:3]=[CH:4][CH:5]=[CH:6][CH:7]=1. The yield is 0.850. (5) The reactants are [C:1](#[N:8])[C:2]1[CH:7]=[CH:6][CH:5]=[CH:4][CH:3]=1.[NH2:9][OH:10]. The catalyst is C(O)C. The product is [OH:10][NH:9][C:1](=[NH:8])[C:2]1[CH:7]=[CH:6][CH:5]=[CH:4][CH:3]=1. The yield is 0.680. (6) The reactants are Cl.[F:2][C:3]1[C:12]2[C:7](=[CH:8][CH:9]=[CH:10][CH:11]=2)[C:6]([CH:13]([N:17]2[CH2:22][CH2:21][N:20]([CH3:23])[CH2:19][CH2:18]2)[C:14]([OH:16])=O)=[CH:5][CH:4]=1.CCN(C(C)C)C(C)C.CN(C(ON1N=NC2C=CC=CC1=2)=[N+](C)C)C.[B-](F)(F)(F)F.[Cl:55][C:56]1[CH:57]=[C:58]([NH:63][NH2:64])[CH:59]=[C:60]([Cl:62])[CH:61]=1. The catalyst is CN(C=O)C. The product is [Cl:55][C:56]1[CH:57]=[C:58]([NH:63][NH:64][C:14](=[O:16])[CH:13]([C:6]2[C:7]3[C:12](=[CH:11][CH:10]=[CH:9][CH:8]=3)[C:3]([F:2])=[CH:4][CH:5]=2)[N:17]2[CH2:18][CH2:19][N:20]([CH3:23])[CH2:21][CH2:22]2)[CH:59]=[C:60]([Cl:62])[CH:61]=1. The yield is 0.0350. (7) The reactants are [C:1]1([C:14]2[CH:19]=[CH:18][CH:17]=[CH:16][CH:15]=2)[CH:6]=[CH:5][C:4]([O:7][CH2:8][CH2:9][CH2:10][C:11]([O-:13])=O)=[CH:3][CH:2]=1.[Li+].[OH:21][CH:22]([C:25]([F:28])([F:27])[F:26])[CH2:23][NH2:24].CCN=C=NCCCN(C)C.C1C=CC2N(O)N=NC=2C=1.CN1CCOCC1. The catalyst is CN(C=O)C. The product is [C:1]1([C:14]2[CH:19]=[CH:18][CH:17]=[CH:16][CH:15]=2)[CH:2]=[CH:3][C:4]([O:7][CH2:8][CH2:9][CH2:10][C:11]([NH:24][CH2:23][CH:22]([OH:21])[C:25]([F:28])([F:27])[F:26])=[O:13])=[CH:5][CH:6]=1. The yield is 0.550. (8) The reactants are [Cl:1][C:2]1[CH:7]=[CH:6][C:5]2=[N:8][C:9]([C:11]3[CH:12]=[CH:13][C:14]([C:18]([F:21])([F:20])[F:19])=[C:15]([CH:17]=3)[NH2:16])=[CH:10][N:4]2[N:3]=1.C(#N)C.[CH3:25][C:26]([CH3:31])([CH3:30])[C:27](Cl)=[O:28]. The catalyst is N1C=CC=CC=1. The product is [Cl:1][C:2]1[CH:7]=[CH:6][C:5]2[N:4]([CH:10]=[C:9]([C:11]3[CH:12]=[CH:13][C:14]([C:18]([F:19])([F:20])[F:21])=[C:15]([NH:16][C:27](=[O:28])[C:26]([CH3:31])([CH3:30])[CH3:25])[CH:17]=3)[N:8]=2)[N:3]=1. The yield is 0.930.